From a dataset of Forward reaction prediction with 1.9M reactions from USPTO patents (1976-2016). Predict the product of the given reaction. (1) The product is: [F:44][C:45]([F:56])([F:57])[C:46]1[CH:47]=[C:48]([CH2:52][C:53]([N:1]2[C:9]3[C:4](=[CH:5][C:6]([C:10]4[C:14]5[C:15]([NH2:19])=[N:16][CH:17]=[CH:18][C:13]=5[S:12][CH:11]=4)=[CH:7][CH:8]=3)[CH2:3][CH2:2]2)=[O:54])[CH:49]=[CH:50][CH:51]=1. Given the reactants [NH:1]1[C:9]2[C:4](=[CH:5][C:6]([C:10]3[C:14]4[C:15]([NH2:19])=[N:16][CH:17]=[CH:18][C:13]=4[S:12][CH:11]=3)=[CH:7][CH:8]=2)[CH2:3][CH2:2]1.CN(C(ON1N=NC2C=CC=NC1=2)=[N+](C)C)C.F[P-](F)(F)(F)(F)F.[F:44][C:45]([F:57])([F:56])[C:46]1[CH:47]=[C:48]([CH2:52][C:53](O)=[O:54])[CH:49]=[CH:50][CH:51]=1.CCN(C(C)C)C(C)C, predict the reaction product. (2) Given the reactants Cl[C:2]1[C:7]([C:8]([O:10][CH2:11][CH3:12])=[O:9])=[CH:6][N:5]=[C:4]([S:13][CH3:14])[N:3]=1.C(N(CC)CC)C.[CH:22]([NH2:25])([CH3:24])[CH3:23], predict the reaction product. The product is: [CH:22]([NH:25][C:2]1[C:7]([C:8]([O:10][CH2:11][CH3:12])=[O:9])=[CH:6][N:5]=[C:4]([S:13][CH3:14])[N:3]=1)([CH3:24])[CH3:23]. (3) Given the reactants [Br:1][CH2:2][CH2:3][CH2:4][CH2:5][CH2:6][CH2:7][CH2:8][C:9]1[CH:10]=[N:11][CH:12]=[CH:13][CH:14]=1.[CH2:15](O)[CH2:16][CH2:17][CH2:18][CH2:19][CH2:20][OH:21].[BrH:23], predict the reaction product. The product is: [Br:1][CH2:2][CH2:3][CH2:4][CH2:5][CH2:6][CH2:7][CH2:8][C:9]1[CH:10]=[N:11][CH:12]=[CH:13][CH:14]=1.[Br:23][CH2:15][CH2:16][CH2:17][CH2:18][CH2:19][CH2:20][OH:21]. (4) The product is: [CH3:1][C:2]([C:5]1[CH:9]=[C:8]([C:10]([NH:15][C:16]2[N:21]=[C:20]([C:22]([O:24][CH3:25])=[O:23])[CH:19]=[CH:18][CH:17]=2)=[O:11])[N:7]([CH2:13][CH3:14])[N:6]=1)([CH3:4])[CH3:3]. Given the reactants [CH3:1][C:2]([C:5]1[CH:9]=[C:8]([C:10](Cl)=[O:11])[N:7]([CH2:13][CH3:14])[N:6]=1)([CH3:4])[CH3:3].[NH2:15][C:16]1[N:21]=[C:20]([C:22]([O:24][CH3:25])=[O:23])[CH:19]=[CH:18][CH:17]=1.C(N(CC)CC)C, predict the reaction product. (5) Given the reactants Br[C:2]1[CH:3]=[CH:4][CH:5]=[C:6]2[C:11]=1[N:10]=[C:9]([S:12][CH3:13])[N:8]([CH3:14])[C:7]2=[O:15].C([Sn](CCCC)(CCCC)[C:21]([O:23]CC)=[CH2:22])CCC, predict the reaction product. The product is: [C:21]([C:2]1[CH:3]=[CH:4][CH:5]=[C:6]2[C:11]=1[N:10]=[C:9]([S:12][CH3:13])[N:8]([CH3:14])[C:7]2=[O:15])(=[O:23])[CH3:22]. (6) Given the reactants C([N:8]1[CH2:13][CH2:12][C:11]2([CH2:18][CH2:17][N:16]([CH:19]3[CH2:22][CH2:21][CH2:20]3)[CH2:15][CH2:14]2)[CH2:10][CH2:9]1)C1C=CC=CC=1, predict the reaction product. The product is: [CH:19]1([N:16]2[CH2:15][CH2:14][C:11]3([CH2:12][CH2:13][NH:8][CH2:9][CH2:10]3)[CH2:18][CH2:17]2)[CH2:22][CH2:21][CH2:20]1. (7) The product is: [C:2]([P:1]([C:6]([CH3:9])([CH3:8])[CH3:7])[C:11]1[CH:19]=[CH:18][CH:17]=[CH:16][C:12]=1[N:13]([CH3:15])[CH3:14])([CH3:5])([CH3:4])[CH3:3]. Given the reactants [PH:1]([C:6]([CH3:9])([CH3:8])[CH3:7])[C:2]([CH3:5])([CH3:4])[CH3:3].Br[C:11]1[CH:19]=[CH:18][CH:17]=[CH:16][C:12]=1[N:13]([CH3:15])[CH3:14], predict the reaction product. (8) Given the reactants [Cl:1][C:2]1[CH:7]=[CH:6][CH:5]=[C:4]([Cl:8])[C:3]=1[CH:9]1[C:14]([C:15]([O:17][CH3:18])=[O:16])=[C:13]([CH2:19][CH2:20][C:21]2[S:22][CH:23]=[CH:24][N:25]=2)[NH:12][C:11]([CH2:26][C:27](O)=[O:28])=[C:10]1[C:30]([O:32][CH3:33])=[O:31].[CH2:34]1[O:51][C:37]2([CH:42]3[CH2:43][CH2:44][CH:38]2[CH2:39][CH:40]([N:45]2[CH2:50][CH2:49][NH:48][CH2:47][CH2:46]2)[CH2:41]3)[O:36][CH2:35]1, predict the reaction product. The product is: [Cl:8][C:4]1[CH:5]=[CH:6][CH:7]=[C:2]([Cl:1])[C:3]=1[CH:9]1[C:14]([C:15]([O:17][CH3:18])=[O:16])=[C:13]([CH2:19][CH2:20][C:21]2[S:22][CH:23]=[CH:24][N:25]=2)[NH:12][C:11]([CH2:26][C:27](=[O:28])[N:48]2[CH2:49][CH2:50][N:45]([CH:40]3[CH2:41][CH:42]4[C:37]5([O:36][CH2:35][CH2:34][O:51]5)[CH:38]([CH2:44][CH2:43]4)[CH2:39]3)[CH2:46][CH2:47]2)=[C:10]1[C:30]([O:32][CH3:33])=[O:31]. (9) The product is: [NH:29]1[CH:33]=[CH:32][C:31]([NH:34][C:2]2[C:11]3[C:6](=[CH:7][C:8]([I:12])=[CH:9][CH:10]=3)[N:5]=[C:4]([C:13]([O:15][CH2:16][CH3:17])=[O:14])[N:3]=2)=[N:30]1. Given the reactants Cl[C:2]1[C:11]2[C:6](=[CH:7][C:8]([I:12])=[CH:9][CH:10]=2)[N:5]=[C:4]([C:13]([O:15][CH2:16][CH3:17])=[O:14])[N:3]=1.[I-].[K+].CCN(C(C)C)C(C)C.[NH:29]1[CH:33]=[CH:32][C:31]([NH2:34])=[N:30]1, predict the reaction product.